This data is from Forward reaction prediction with 1.9M reactions from USPTO patents (1976-2016). The task is: Predict the product of the given reaction. (1) Given the reactants [O:1]=[C:2]1[N:6]([C:7]2[CH:17]=[CH:16][C:10]([C:11]([O:13][CH2:14][CH3:15])=[O:12])=[CH:9][CH:8]=2)[C:5]2[CH:18]=[CH:19][CH:20]=[CH:21][C:4]=2[NH:3]1.[H-].[Na+].Br[CH2:25][C:26]([O:28][C:29]([CH3:32])([CH3:31])[CH3:30])=[O:27], predict the reaction product. The product is: [C:29]([O:28][C:26](=[O:27])[CH2:25][N:3]1[C:4]2[CH:21]=[CH:20][CH:19]=[CH:18][C:5]=2[N:6]([C:7]2[CH:17]=[CH:16][C:10]([C:11]([O:13][CH2:14][CH3:15])=[O:12])=[CH:9][CH:8]=2)[C:2]1=[O:1])([CH3:32])([CH3:31])[CH3:30]. (2) Given the reactants [CH2:1]([O:3][C:4](=[O:18])[CH2:5][C:6]1[C:15]2[C:10](=[CH:11][CH:12]=[C:13]([OH:16])[CH:14]=2)[CH:9]=[CH:8][C:7]=1[Cl:17])[CH3:2].[F:19][C:20]([F:33])([F:32])[S:21](O[S:21]([C:20]([F:33])([F:32])[F:19])(=[O:23])=[O:22])(=[O:23])=[O:22], predict the reaction product. The product is: [CH2:1]([O:3][C:4](=[O:18])[CH2:5][C:6]1[C:15]2[C:10](=[CH:11][CH:12]=[C:13]([O:16][S:21]([C:20]([F:33])([F:32])[F:19])(=[O:23])=[O:22])[CH:14]=2)[CH:9]=[CH:8][C:7]=1[Cl:17])[CH3:2]. (3) Given the reactants Br[C:2]1[CH:3]=[C:4]([CH2:9][NH:10][C:11](=[O:37])[CH2:12][C:13]([NH:15][CH2:16][C:17]2[C:18]([NH:30][CH:31]3[CH2:36][CH2:35][O:34][CH2:33][CH2:32]3)=[C:19]3[CH:27]=[N:26][N:25]([CH2:28][CH3:29])[C:20]3=[N:21][C:22]=2[CH2:23][CH3:24])=[O:14])[CH:5]=[CH:6][C:7]=1[F:8].[CH:38]([C:40]1[CH:41]=[C:42](B(O)O)[CH:43]=[CH:44][CH:45]=1)=[O:39].C(=O)([O-])[O-].[Na+].[Na+], predict the reaction product. The product is: [CH2:28]([N:25]1[C:20]2=[N:21][C:22]([CH2:23][CH3:24])=[C:17]([CH2:16][NH:15][C:13](=[O:14])[CH2:12][C:11]([NH:10][CH2:9][C:4]3[CH:3]=[C:2]([C:44]4[CH:43]=[CH:42][CH:41]=[C:40]([CH:38]=[O:39])[CH:45]=4)[C:7]([F:8])=[CH:6][CH:5]=3)=[O:37])[C:18]([NH:30][CH:31]3[CH2:36][CH2:35][O:34][CH2:33][CH2:32]3)=[C:19]2[CH:27]=[N:26]1)[CH3:29]. (4) Given the reactants [Br:1][C:2]1[CH:6]=[CH:5][NH:4][N:3]=1.Cl[C:8]1[C:13]([Cl:14])=[CH:12][CH:11]=[CH:10][N:9]=1.C(=O)([O-])[O-].[Cs+].[Cs+].CN(C)C=O, predict the reaction product. The product is: [Br:1][C:2]1[CH:6]=[CH:5][N:4]([C:8]2[C:13]([Cl:14])=[CH:12][CH:11]=[CH:10][N:9]=2)[N:3]=1.